From a dataset of Reaction yield outcomes from USPTO patents with 853,638 reactions. Predict the reaction yield, written as a fraction of the theoretical maximum amount of product (1.0 means a 100% yield; for example, 0.34 means a 34% yield). (1) The reactants are C[Si](C)(C)[N-][Si](C)(C)C.[Na+].[Br-].[Cl:12][C:13]1[CH:14]=[N:15][C:16]2[C:21]([C:22]=1[CH2:23][CH2:24][P+](C1C=CC=CC=1)(C1C=CC=CC=1)C1C=CC=CC=1)=[CH:20][C:19]([O:44][CH3:45])=[CH:18][CH:17]=2.[C:46]([O:50][C:51](=[O:61])[NH:52][C@H:53]1[CH2:58][CH2:57][C@H:56]([CH:59]=O)[CH2:55][CH2:54]1)([CH3:49])([CH3:48])[CH3:47].C(OCC)(=O)C. The catalyst is O1CCCC1. The product is [C:46]([O:50][C:51](=[O:61])[NH:52][C@H:53]1[CH2:54][CH2:55][C@H:56]([CH:59]=[CH:24][CH2:23][C:22]2[C:21]3[C:16](=[CH:17][CH:18]=[C:19]([O:44][CH3:45])[CH:20]=3)[N:15]=[CH:14][C:13]=2[Cl:12])[CH2:57][CH2:58]1)([CH3:49])([CH3:47])[CH3:48]. The yield is 0.610. (2) The reactants are [CH2:1]([C:3]1[C:4]([NH:25][CH2:26][C@@H:27]([C:42]([O:44]C(C)(C)C)=[O:43])[NH:28][S:29]([C:32]2[C:41]3[C:36](=[CH:37][CH:38]=[CH:39][CH:40]=3)[CH:35]=[CH:34][CH:33]=2)(=[O:31])=[O:30])=[N:5][CH:6]=[N:7][C:8]=1[N:9]1[CH2:14][CH2:13][CH:12]([C:15]2[N:24]=[C:23]3[C:18]([CH2:19][CH2:20][CH2:21][NH:22]3)=[CH:17][CH:16]=2)[CH2:11][CH2:10]1)[CH3:2].FC(F)(F)C(O)=O.ClCCl.CO.O.C(O)(=O)C.C1(C)C=CC=CC=1. The catalyst is ClCCl. The product is [CH2:1]([C:3]1[C:4]([NH:25][CH2:26][C@@H:27]([C:42]([OH:44])=[O:43])[NH:28][S:29]([C:32]2[C:41]3[C:36](=[CH:37][CH:38]=[CH:39][CH:40]=3)[CH:35]=[CH:34][CH:33]=2)(=[O:30])=[O:31])=[N:5][CH:6]=[N:7][C:8]=1[N:9]1[CH2:14][CH2:13][CH:12]([C:15]2[N:24]=[C:23]3[C:18]([CH2:19][CH2:20][CH2:21][NH:22]3)=[CH:17][CH:16]=2)[CH2:11][CH2:10]1)[CH3:2]. The yield is 0.820. (3) The product is [CH3:1][O:2][C:3]1[CH:4]=[CH:5][C:6]([CH2:7][N:8]2[CH:12]=[C:11]([C:13]([N:26]([O:25][CH3:21])[CH3:27])=[O:15])[CH:10]=[N:9]2)=[CH:16][CH:17]=1. The yield is 0.470. The catalyst is C(Cl)Cl. The reactants are [CH3:1][O:2][C:3]1[CH:17]=[CH:16][C:6]([CH2:7][N:8]2[CH:12]=[C:11]([C:13]([OH:15])=O)[CH:10]=[N:9]2)=[CH:5][CH:4]=1.CN([C:21]([O:25][N:26]1N=NC2C=CC=N[C:27]1=2)=[N+](C)C)C.F[P-](F)(F)(F)(F)F.CNOC. (4) The reactants are [C:1]([C:3]1[CH:8]=[CH:7][CH:6]=[CH:5][C:4]=1[C:9]1[CH:14]=[CH:13][C:12]([CH2:15][C:16]2[C:17](=[O:42])[N:18]([CH:29]3[CH2:34][CH2:33][CH:32]([O:35][CH2:36][C:37](OCC)=[O:38])[CH2:31][CH2:30]3)[C:19]3[N:20]([N:25]=[C:26]([CH3:28])[N:27]=3)[C:21]=2[CH2:22][CH2:23][CH3:24])=[CH:11][CH:10]=1)#[N:2].[CH2:43]([Mg]Br)[CH3:44].Cl.O1CC[CH2:50][CH2:49]1. No catalyst specified. The product is [CH2:49]([C:37]([OH:38])([CH2:43][CH3:44])[CH2:36][O:35][C@H:32]1[CH2:33][CH2:34][C@H:29]([N:18]2[C:17](=[O:42])[C:16]([CH2:15][C:12]3[CH:13]=[CH:14][C:9]([C:4]4[C:3]([C:1]#[N:2])=[CH:8][CH:7]=[CH:6][CH:5]=4)=[CH:10][CH:11]=3)=[C:21]([CH2:22][CH2:23][CH3:24])[N:20]3[N:25]=[C:26]([CH3:28])[N:27]=[C:19]23)[CH2:30][CH2:31]1)[CH3:50]. The yield is 0.550.